This data is from Full USPTO retrosynthesis dataset with 1.9M reactions from patents (1976-2016). The task is: Predict the reactants needed to synthesize the given product. (1) Given the product [C:1]([O:5][C:6](=[O:14])/[CH:7]=[CH:8]/[C:9]1[CH:13]=[CH:12][N:11]([S:22]([C:19]2[CH:20]=[CH:21][C:16]([Br:15])=[CH:17][CH:18]=2)(=[O:24])=[O:23])[CH:10]=1)([CH3:4])([CH3:2])[CH3:3], predict the reactants needed to synthesize it. The reactants are: [C:1]([O:5][C:6](=[O:14])/[CH:7]=[CH:8]/[C:9]1[CH:13]=[CH:12][NH:11][CH:10]=1)([CH3:4])([CH3:3])[CH3:2].[Br:15][C:16]1[CH:21]=[CH:20][C:19]([S:22](Cl)(=[O:24])=[O:23])=[CH:18][CH:17]=1. (2) The reactants are: [CH2:1]([O:3][C:4]([C:6]1[C:11](=[O:12])[NH:10][C:9]2[CH:13]=[CH:14][S:15][C:8]=2[C:7]=1O)=[O:5])[CH3:2].[O-]CC.[Na+].C(OC(C1C(Cl)=C2SC=CC2=NC=1[Cl:32])=O)C. Given the product [CH2:1]([O:3][C:4]([C:6]1[C:11](=[O:12])[NH:10][C:9]2[CH:13]=[CH:14][S:15][C:8]=2[C:7]=1[Cl:32])=[O:5])[CH3:2], predict the reactants needed to synthesize it. (3) Given the product [C:28]1([CH2:27][CH2:26][CH2:25][C:7]2([CH2:16][NH:17][CH2:18][C:19]3[CH:24]=[CH:23][CH:22]=[CH:21][N:20]=3)[CH2:6][C:5]3[C:4]4[C:12](=[CH:13][CH:14]=[CH:2][CH:3]=4)[NH:11][C:10]=3[CH2:9][CH2:8]2)[CH:29]=[CH:30][CH:31]=[CH:32][CH:33]=1, predict the reactants needed to synthesize it. The reactants are: Cl[C:2]1[CH:3]=[C:4]2[C:12](=[C:13](Cl)[CH:14]=1)[NH:11][C:10]1[CH2:9][CH2:8][C:7]([CH2:25][CH2:26][CH2:27][C:28]3[CH:33]=[CH:32][CH:31]=[CH:30][CH:29]=3)([CH2:16][NH:17][CH2:18][C:19]3[CH:24]=[CH:23][CH:22]=[CH:21][N:20]=3)[CH2:6][C:5]2=1.ClC1C=C(Cl)C=CC=1NN.